The task is: Predict the reactants needed to synthesize the given product.. This data is from Full USPTO retrosynthesis dataset with 1.9M reactions from patents (1976-2016). (1) Given the product [F:10][C:11]1[C:16]([O:17][CH3:18])=[CH:15][CH:14]=[C:13]([F:19])[C:12]=1[C:2]1[C:7]([F:8])=[CH:6][CH:5]=[C:4]([CH3:9])[N:3]=1, predict the reactants needed to synthesize it. The reactants are: Br[C:2]1[C:7]([F:8])=[CH:6][CH:5]=[C:4]([CH3:9])[N:3]=1.[F:10][C:11]1[C:16]([O:17][CH3:18])=[CH:15][CH:14]=[C:13]([F:19])[C:12]=1B(O)O. (2) Given the product [CH2:1]([NH:3][C:4]1[C:9]([I:13])=[C:8]([CH3:10])[N:7]=[C:6]([S:11][CH3:12])[N:5]=1)[CH3:2], predict the reactants needed to synthesize it. The reactants are: [CH2:1]([NH:3][C:4]1[CH:9]=[C:8]([CH3:10])[N:7]=[C:6]([S:11][CH3:12])[N:5]=1)[CH3:2].[I:13]Cl. (3) Given the product [OH:23][C:22]1[C:7]2[C:8]([C:18]([O:20][CH3:21])=[O:19])=[C:9]([CH2:12][CH2:13][C:14]([O:16][CH3:17])=[O:15])[N:10]=[CH:11][C:6]=2[O:5][C:4]=1[C:3]([O:2][CH3:1])=[O:26], predict the reactants needed to synthesize it. The reactants are: [CH3:1][O:2][C:3](=[O:26])[CH2:4][O:5][C:6]1[C:7]([C:22](OC)=[O:23])=[C:8]([C:18]([O:20][CH3:21])=[O:19])[C:9]([CH2:12][CH2:13][C:14]([O:16][CH3:17])=[O:15])=[N:10][CH:11]=1.C[O-].[Na+]. (4) Given the product [Cl:1][C:2]1[CH:7]=[C:6]([Cl:8])[CH:5]=[CH:4][C:3]=1[N:9]1[C:13]([C:14]2[CH:19]=[CH:18][C:17]([I:20])=[CH:16][CH:15]=2)=[C:12]([CH3:21])[C:11]([C:22]([OH:24])=[O:23])=[N:10]1, predict the reactants needed to synthesize it. The reactants are: [Cl:1][C:2]1[CH:7]=[C:6]([Cl:8])[CH:5]=[CH:4][C:3]=1[N:9]1[C:13]([C:14]2[CH:19]=[CH:18][C:17]([I:20])=[CH:16][CH:15]=2)=[C:12]([CH3:21])[C:11]([C:22]([O:24]CC)=[O:23])=[N:10]1.[OH-].[Li+]. (5) Given the product [F:20][C:17]1([F:21])[CH2:18][CH2:19][CH:14]([C:12]([OH:13])=[O:31])[CH2:15][CH2:16]1, predict the reactants needed to synthesize it. The reactants are: O=CC[C@H](N[C:12]([CH:14]1[CH2:19][CH2:18][C:17]([F:21])([F:20])[CH2:16][CH2:15]1)=[O:13])C1C=CC=CC=1.C(N(CC)CC)C.C(O[BH-](OC(=O)C)OC(=O)C)(=[O:31])C.[Na+].C(=O)(O)[O-].[Na+]. (6) Given the product [F:26][C:23]1[CH:24]=[CH:25][C:20]([C:9]2[CH2:10][CH2:11][CH2:12][C:13]3[CH:18]=[C:17]([OH:19])[CH:16]=[CH:15][C:14]=3[C:8]=2[CH2:7][CH2:6][CH2:5][CH2:4][CH2:3][CH2:2][N:29]([CH3:28])[CH2:30][CH2:31][CH2:32][CH2:33][CH2:34][S:35]([CH2:38][CH2:39][CH2:40][C:41]([F:47])([F:46])[C:42]([F:43])([F:44])[F:45])(=[O:36])=[O:37])=[CH:21][C:22]=1[OH:27], predict the reactants needed to synthesize it. The reactants are: Br[CH2:2][CH2:3][CH2:4][CH2:5][CH2:6][CH2:7][C:8]1[C:14]2[CH:15]=[CH:16][C:17]([OH:19])=[CH:18][C:13]=2[CH2:12][CH2:11][CH2:10][C:9]=1[C:20]1[CH:25]=[CH:24][C:23]([F:26])=[C:22]([OH:27])[CH:21]=1.[CH3:28][NH:29][CH2:30][CH2:31][CH2:32][CH2:33][CH2:34][S:35]([CH2:38][CH2:39][CH2:40][C:41]([F:47])([F:46])[C:42]([F:45])([F:44])[F:43])(=[O:37])=[O:36]. (7) Given the product [F:1][C:2]1[CH:7]=[CH:6][CH:5]=[CH:4][C:3]=1[C:8]1[N:13]=[C:12]2[C:14]([C:27]3[N:28]=[N:29][CH:30]=[C:31]([O:33][CH3:34])[CH:32]=3)=[CH:15][NH:16][C:11]2=[CH:10][CH:9]=1, predict the reactants needed to synthesize it. The reactants are: [F:1][C:2]1[CH:7]=[CH:6][CH:5]=[CH:4][C:3]=1[C:8]1[N:13]=[C:12]2[C:14]([C:27]3[N:28]=[N:29][CH:30]=[C:31]([O:33][CH3:34])[CH:32]=3)=[CH:15][N:16](S(C3C=CC(C)=CC=3)(=O)=O)[C:11]2=[CH:10][CH:9]=1.[OH-].[Na+].